This data is from Full USPTO retrosynthesis dataset with 1.9M reactions from patents (1976-2016). The task is: Predict the reactants needed to synthesize the given product. (1) Given the product [Si:1]([O:8][C@H:9]([CH:27]=[O:28])[C@@H:10]([NH:19][C:20](=[O:26])[O:21][C:22]([CH3:25])([CH3:24])[CH3:23])[CH2:11][C:12]1[CH:17]=[CH:16][CH:15]=[C:14]([F:18])[CH:13]=1)([C:4]([CH3:6])([CH3:7])[CH3:5])([CH3:3])[CH3:2], predict the reactants needed to synthesize it. The reactants are: [Si:1]([O:8][C@H:9]([CH2:27][OH:28])[C@@H:10]([NH:19][C:20](=[O:26])[O:21][C:22]([CH3:25])([CH3:24])[CH3:23])[CH2:11][C:12]1[CH:17]=[CH:16][CH:15]=[C:14]([F:18])[CH:13]=1)([C:4]([CH3:7])([CH3:6])[CH3:5])([CH3:3])[CH3:2].C(Cl)Cl.N1C=CC=CC=1.CC(OI1(OC(C)=O)(OC(C)=O)OC(=O)C2C1=CC=CC=2)=O. (2) The reactants are: [F:1][C:2]1[CH:7]=[CH:6][C:5]([N:8]2[C:11](=[O:12])[C@H:10]([S:13][CH2:14][C:15]([C:17]3[CH:22]=[CH:21][C:20]([F:23])=[CH:19][CH:18]=3)=[O:16])[C@H:9]2[C:24]2[CH:38]=[CH:37][C:27]([O:28][CH2:29][C:30]([NH:32][CH2:33][C:34]([OH:36])=O)=[O:31])=[CH:26][CH:25]=2)=[CH:4][CH:3]=1.CN1CCOCC1.[NH2:46][C@H:47]([C:55]1[CH:60]=[CH:59][CH:58]=[CH:57][CH:56]=1)[C:48]([O:50]C(C)(C)C)=[O:49].CN(C(ON1N=NC2C=CC=CC1=2)=[N+](C)C)C.[B-](F)(F)(F)F.[BH4-].[Na+].C([O-])(=O)C.[NH4+]. Given the product [F:1][C:2]1[CH:7]=[CH:6][C:5]([N:8]2[C:11](=[O:12])[C@H:10]([S:13][CH2:14][CH:15]([C:17]3[CH:18]=[CH:19][C:20]([F:23])=[CH:21][CH:22]=3)[OH:16])[C@H:9]2[C:24]2[CH:38]=[CH:37][C:27]([O:28][CH2:29][C:30]([NH:32][CH2:33][C:34]([NH:46][C@H:47]([C:55]3[CH:60]=[CH:59][CH:58]=[CH:57][CH:56]=3)[C:48]([OH:50])=[O:49])=[O:36])=[O:31])=[CH:26][CH:25]=2)=[CH:4][CH:3]=1, predict the reactants needed to synthesize it. (3) Given the product [Cl:23][C:10]1[C:11]([N:14]2[CH2:19][CH2:18][CH:17]([C:20]([NH:64][S:61]([C:59]3[S:60][C:56]([Cl:55])=[CH:57][CH:58]=3)(=[O:63])=[O:62])=[O:22])[CH2:16][CH2:15]2)=[N:12][CH:13]=[C:8]([CH:9]=1)[C:6]([O:5][C:1]([CH3:4])([CH3:2])[CH3:3])=[O:7], predict the reactants needed to synthesize it. The reactants are: [C:1]([O:5][C:6]([C:8]1[CH:9]=[C:10]([Cl:23])[C:11]([N:14]2[CH2:19][CH2:18][CH:17]([C:20]([O-:22])=O)[CH2:16][CH2:15]2)=[N:12][CH:13]=1)=[O:7])([CH3:4])([CH3:3])[CH3:2].[K+].CCN=C=NCCCN(C)C.C1C=CC2N(O)N=NC=2C=1.CCN(C(C)C)C(C)C.[Cl:55][C:56]1[S:60][C:59]([S:61]([NH2:64])(=[O:63])=[O:62])=[CH:58][CH:57]=1. (4) Given the product [N:31]([CH2:2][CH2:3][CH2:4][S:5]([O:8][CH2:9][C:10]([CH3:30])([CH3:29])[C@@H:11]([O:23][C:24](=[O:28])[CH:25]([CH3:27])[CH3:26])[C:12]([O:14][CH2:15][CH2:16][O:17][C:18]([O:20][CH2:21][CH3:22])=[O:19])=[O:13])(=[O:7])=[O:6])=[N+:32]=[N-:33], predict the reactants needed to synthesize it. The reactants are: Cl[CH2:2][CH2:3][CH2:4][S:5]([O:8][CH2:9][C:10]([CH3:30])([CH3:29])[C@@H:11]([O:23][C:24](=[O:28])[CH:25]([CH3:27])[CH3:26])[C:12]([O:14][CH2:15][CH2:16][O:17][C:18]([O:20][CH2:21][CH3:22])=[O:19])=[O:13])(=[O:7])=[O:6].[N-:31]=[N+:32]=[N-:33].[Na+]. (5) Given the product [Br:1][C:2]1[C:13](=[O:14])[N:12]([CH2:15][CH3:16])[C:5]2[N:6]=[C:7]([S:10]([CH3:11])=[O:25])[N:8]=[CH:9][C:4]=2[CH:3]=1, predict the reactants needed to synthesize it. The reactants are: [Br:1][C:2]1[C:13](=[O:14])[N:12]([CH2:15][CH3:16])[C:5]2[N:6]=[C:7]([S:10][CH3:11])[N:8]=[CH:9][C:4]=2[CH:3]=1.ClC1C=CC=C(C(OO)=[O:25])C=1.